Dataset: Reaction yield outcomes from USPTO patents with 853,638 reactions. Task: Predict the reaction yield, written as a fraction of the theoretical maximum amount of product (1.0 means a 100% yield; for example, 0.34 means a 34% yield). The product is [ClH:29].[CH3:28][N:2]([CH3:1])[C:3]1[N:8]=[CH:7][C:6]([C:9]2[C:10]([CH3:26])=[N:11][N:12]3[C:17]([N:18]([CH2:19][CH2:20][CH3:21])[CH2:22][CH2:23][CH3:24])=[CH:16][C:15]([CH3:25])=[N:14][C:13]=23)=[C:5]([CH3:27])[CH:4]=1. The reactants are [CH3:1][N:2]([CH3:28])[C:3]1[N:8]=[CH:7][C:6]([C:9]2[C:10]([CH3:26])=[N:11][N:12]3[C:17]([N:18]([CH2:22][CH2:23][CH3:24])[CH2:19][CH2:20][CH3:21])=[CH:16][C:15]([CH3:25])=[N:14][C:13]=23)=[C:5]([CH3:27])[CH:4]=1.[ClH:29]. The yield is 0.980. The catalyst is C(OCC)C.C(Cl)Cl.